This data is from Full USPTO retrosynthesis dataset with 1.9M reactions from patents (1976-2016). The task is: Predict the reactants needed to synthesize the given product. Given the product [NH2:1][C:2]1[CH:9]=[C:8]([F:10])[C:7]([Br:11])=[CH:6][C:3]=1[C:4]#[N:5], predict the reactants needed to synthesize it. The reactants are: [NH2:1][C:2]1[CH:9]=[C:8]([F:10])[CH:7]=[CH:6][C:3]=1[C:4]#[N:5].[Br:11]N1C(=O)CCC1=O.